This data is from NCI-60 drug combinations with 297,098 pairs across 59 cell lines. The task is: Regression. Given two drug SMILES strings and cell line genomic features, predict the synergy score measuring deviation from expected non-interaction effect. (1) Drug 1: CC1=CC=C(C=C1)C2=CC(=NN2C3=CC=C(C=C3)S(=O)(=O)N)C(F)(F)F. Drug 2: CCCCCOC(=O)NC1=NC(=O)N(C=C1F)C2C(C(C(O2)C)O)O. Cell line: UO-31. Synergy scores: CSS=-0.136, Synergy_ZIP=-0.693, Synergy_Bliss=-0.669, Synergy_Loewe=-2.79, Synergy_HSA=-2.59. (2) Drug 1: CCC1=CC2CC(C3=C(CN(C2)C1)C4=CC=CC=C4N3)(C5=C(C=C6C(=C5)C78CCN9C7C(C=CC9)(C(C(C8N6C)(C(=O)OC)O)OC(=O)C)CC)OC)C(=O)OC.C(C(C(=O)O)O)(C(=O)O)O. Drug 2: C(CCl)NC(=O)N(CCCl)N=O. Cell line: SK-MEL-28. Synergy scores: CSS=35.9, Synergy_ZIP=-0.970, Synergy_Bliss=3.30, Synergy_Loewe=-22.4, Synergy_HSA=2.47. (3) Drug 1: C1=NC2=C(N=C(N=C2N1C3C(C(C(O3)CO)O)O)F)N. Drug 2: CC1=C(C(=CC=C1)Cl)NC(=O)C2=CN=C(S2)NC3=CC(=NC(=N3)C)N4CCN(CC4)CCO. Cell line: NCI/ADR-RES. Synergy scores: CSS=19.0, Synergy_ZIP=3.15, Synergy_Bliss=5.70, Synergy_Loewe=0.672, Synergy_HSA=0.994.